From a dataset of Reaction yield outcomes from USPTO patents with 853,638 reactions. Predict the reaction yield, written as a fraction of the theoretical maximum amount of product (1.0 means a 100% yield; for example, 0.34 means a 34% yield). (1) The reactants are [CH:1]1([C:4]([NH:6][NH:7][C:8]([C:10]2[C:11]([O:18][CH2:19][CH2:20][Si:21]([CH3:24])([CH3:23])[CH3:22])=[N:12][C:13]([S:16][CH3:17])=[N:14][CH:15]=2)=[O:9])=O)[CH2:3][CH2:2]1.C1(P(C2C=CC=CC=2)C2C=CC=CC=2)C=CC=CC=1.C(N(CC)CC)C.C(Cl)(Cl)(Cl)Cl. The catalyst is C(#N)C. The product is [CH:1]1([C:4]2[O:9][C:8]([C:10]3[C:11]([O:18][CH2:19][CH2:20][Si:21]([CH3:24])([CH3:23])[CH3:22])=[N:12][C:13]([S:16][CH3:17])=[N:14][CH:15]=3)=[N:7][N:6]=2)[CH2:3][CH2:2]1. The yield is 0.590. (2) The reactants are C1(CBr)CC1.[F:6][C:7]1[CH:14]=[CH:13][C:10]([CH2:11]Br)=[CH:9][CH:8]=1.[C:15]([C:18]1[S:22][C:21]([N:23]2[CH2:27][CH2:26][NH:25][C:24]2=[O:28])=[N:20][C:19]=1[CH3:29])(=[O:17])[CH3:16]. No catalyst specified. The product is [C:15]([C:18]1[S:22][C:21]([N:23]2[CH2:27][CH2:26][N:25]([CH2:11][C:10]3[CH:13]=[CH:14][C:7]([F:6])=[CH:8][CH:9]=3)[C:24]2=[O:28])=[N:20][C:19]=1[CH3:29])(=[O:17])[CH3:16]. The yield is 0.980. (3) The reactants are C1(C)C=CC(S(O)(=O)=O)=CC=1.[CH2:12]([N:19]1[CH2:24][CH2:23][CH:22]([CH3:25])[CH:21]([OH:26])[CH2:20]1)[C:13]1[CH:18]=[CH:17][CH:16]=[CH:15][CH:14]=1.C(N(C(C)C)CC)(C)C. The catalyst is ClCCl.CS(C)=O. The product is [CH2:12]([N:19]1[CH2:24][CH2:23][CH:22]([CH3:25])[C:21](=[O:26])[CH2:20]1)[C:13]1[CH:14]=[CH:15][CH:16]=[CH:17][CH:18]=1. The yield is 0.730. (4) The reactants are [OH:1][C:2]1[CH:9]=[CH:8][C:7]([O:10][CH3:11])=[CH:6][C:3]=1[CH:4]=[O:5].Cl[CH2:13][C:14]1[CH:22]=[CH:21][CH:20]=[C:19]2[C:15]=1[CH:16]=[N:17][N:18]2[C:23]([O:25][C:26]([CH3:29])([CH3:28])[CH3:27])=[O:24].C([O-])([O-])=O.[K+].[K+]. The catalyst is CN(C=O)C. The product is [CH:4]([C:3]1[CH:6]=[C:7]([O:10][CH3:11])[CH:8]=[CH:9][C:2]=1[O:1][CH2:13][C:14]1[CH:22]=[CH:21][CH:20]=[C:19]2[C:15]=1[CH:16]=[N:17][N:18]2[C:23]([O:25][C:26]([CH3:29])([CH3:28])[CH3:27])=[O:24])=[O:5]. The yield is 0.770. (5) The reactants are [F:1][C:2]([F:12])([F:11])[O:3][C:4]1[CH:10]=[CH:9][C:7]([NH2:8])=[CH:6][CH:5]=1.[C:13]([S-:15])#[N:14].[K+].BrBr.[NH4+].[OH-]. The catalyst is CC(O)=O. The product is [F:1][C:2]([F:11])([F:12])[O:3][C:4]1[CH:10]=[CH:9][C:7]2[N:8]=[C:13]([NH2:14])[S:15][C:6]=2[CH:5]=1. The yield is 0.850. (6) The reactants are [CH3:1][C:2]1([C:8]2[CH:13]=[C:12]([Br:14])[CH:11]=[CH:10][C:9]=2[OH:15])[CH2:7][CH2:6][CH2:5][CH2:4][CH2:3]1.[C:16]([O-])([O-])=O.[K+].[K+].COS(OC)(=O)=O.CCO. The catalyst is CC(C)=O.CCOCC.O. The product is [CH3:1][C:2]1([C:8]2[CH:13]=[C:12]([Br:14])[CH:11]=[CH:10][C:9]=2[O:15][CH3:16])[CH2:3][CH2:4][CH2:5][CH2:6][CH2:7]1. The yield is 0.440. (7) The reactants are [Br:1][C:2]1[CH:3]=[CH:4][C:5]2[N:11]3[CH:12]=[N:13][C:14]([C:15]([O:17]CC)=[O:16])=[C:10]3[CH2:9][N:8]=[C:7]([C:20]3[CH:25]=[CH:24][CH:23]=[CH:22][CH:21]=3)[C:6]=2[CH:26]=1.[OH-].[Na+]. The catalyst is CCO. The product is [Br:1][C:2]1[CH:3]=[CH:4][C:5]2[N:11]3[CH:12]=[N:13][C:14]([C:15]([OH:17])=[O:16])=[C:10]3[CH2:9][N:8]=[C:7]([C:20]3[CH:25]=[CH:24][CH:23]=[CH:22][CH:21]=3)[C:6]=2[CH:26]=1. The yield is 0.966. (8) The catalyst is C(OC(=O)C)(=O)C.C(O)(=O)C.C(#N)C.Cl. The product is [Cl-:20].[CH3:60][C:1]1([CH3:2])[C:10]2=[C:9]3[C:14](=[CH:13][CH:12]=[CH:11]2)[CH2:15][CH2:6][CH2:7][N:8]3/[C:19]/1=[CH:18]/[CH:22]=[CH:21]/[CH:26]=[CH:58]/[C:47]1[C:46]([CH2:45][CH2:44][CH2:43][CH2:42][CH2:41][CH2:40][OH:39])([CH3:59])[C:55]2[C:50]3=[C:51]([CH2:56][CH2:57][NH+:49]3[CH:48]=1)[CH:52]=[CH:53][CH:54]=2. The reactants are [C:1]([O-])(=O)[CH3:2].C[C:6]1[C:15](C)(C)[C:14]2[C:9]3=[C:10]([CH2:18][CH2:19][NH+:8]3[CH:7]=1)[CH:11]=[CH:12][CH:13]=2.[ClH:20].[C:21]1(N=CCC=NC2C=CC=CC=2)[CH:26]=CC=C[CH:22]=1.[Cl-].[OH:39][CH2:40][CH2:41][CH2:42][CH2:43][CH2:44][CH2:45][C:46]1([CH3:59])[C:55]2[C:50]3=[C:51]([CH2:56][CH2:57][NH+:49]3[CH:48]=[C:47]1[CH3:58])[CH:52]=[CH:53][CH:54]=2.[CH2:60](N(CC)CC)C. The yield is 0.737. (9) The reactants are [NH2:1][C@@:2]1([CH3:30])[CH2:6][CH2:5][C@@H:4]([NH:7][C:8]2[C:9]3[N:10]([CH:17]=[C:18]([C:20]4[CH:25]=[CH:24][C:23]([CH2:26][NH2:27])=[CH:22][CH:21]=4)[CH:19]=3)[N:11]=[CH:12][C:13]=2[C:14]([NH2:16])=[O:15])[C:3]1([CH3:29])[CH3:28].[C:31]([OH:34])(=O)[CH3:32].F[P-](F)(F)(F)(F)F.N1([O:51][P+](N(C)C)(N(C)C)N(C)C)C2C=CC=CC=2N=N1.CCN([CH:68]([CH3:70])C)C(C)C. The catalyst is CN(C=O)C. The product is [C:68]([NH:27][CH2:26][C:23]1[CH:22]=[CH:21][C:20]([C:18]2[CH:19]=[C:9]3[C:8]([NH:7][C@@H:4]4[CH2:5][CH2:6][C@@:2]([NH:1][C:31](=[O:34])[CH3:32])([CH3:30])[C:3]4([CH3:29])[CH3:28])=[C:13]([C:14]([NH2:16])=[O:15])[CH:12]=[N:11][N:10]3[CH:17]=2)=[CH:25][CH:24]=1)(=[O:51])[CH3:70]. The yield is 0.380.